Dataset: Catalyst prediction with 721,799 reactions and 888 catalyst types from USPTO. Task: Predict which catalyst facilitates the given reaction. (1) Reactant: [CH3:1][C:2]1[CH:7]=[CH:6][C:5]([S:8]([NH:11][CH2:12][C:13]([O:15][CH3:16])=[O:14])(=[O:10])=[O:9])=[CH:4][CH:3]=1.[C:17]([O-])([O-])=O.[Cs+].[Cs+].CI. Product: [CH3:17][N:11]([CH2:12][C:13]([O:15][CH3:16])=[O:14])[S:8]([C:5]1[CH:6]=[CH:7][C:2]([CH3:1])=[CH:3][CH:4]=1)(=[O:10])=[O:9]. The catalyst class is: 18. (2) Product: [Cl:1][C:2]1[CH:3]=[C:4]([CH2:17][N:18]2[C:22]([CH3:23])=[CH:21][C:20]([NH:24][C:59]([C@@H:55]3[CH2:56][CH2:57][CH2:58][N:53]([C:51]([O:50][C:46]([CH3:49])([CH3:48])[CH3:47])=[O:52])[CH2:54]3)=[O:60])=[N:19]2)[C:5]2[O:9][C:8]([C:10]3[CH:11]=[CH:12][CH:13]=[CH:14][CH:15]=3)=[CH:7][C:6]=2[CH:16]=1. Reactant: [Cl:1][C:2]1[CH:3]=[C:4]([CH2:17][N:18]2[C:22]([CH3:23])=[CH:21][C:20]([NH2:24])=[N:19]2)[C:5]2[O:9][C:8]([C:10]3[CH:15]=[CH:14][CH:13]=[CH:12][CH:11]=3)=[CH:7][C:6]=2[CH:16]=1.CCN=C=NCCCN(C)C.C1C=CC2N(O)N=NC=2C=1.[C:46]([O:50][C:51]([N:53]1[CH2:58][CH2:57][CH2:56][C@@H:55]([C:59](O)=[O:60])[CH2:54]1)=[O:52])([CH3:49])([CH3:48])[CH3:47]. The catalyst class is: 2. (3) Reactant: O[CH:2]([CH:8]1[CH2:13][CH2:12][N:11]([C:14]([O:16][C:17]([CH3:20])([CH3:19])[CH3:18])=[O:15])[CH2:10][CH2:9]1)[CH2:3][CH2:4][CH2:5][CH:6]=[CH2:7].C(Br)(Br)(Br)[Br:22].C1(P(C2C=CC=CC=2)C2C=CC=CC=2)C=CC=CC=1. Product: [Br:22][CH:2]([CH:8]1[CH2:13][CH2:12][N:11]([C:14]([O:16][C:17]([CH3:20])([CH3:19])[CH3:18])=[O:15])[CH2:10][CH2:9]1)[CH2:3][CH2:4][CH2:5][CH:6]=[CH2:7]. The catalyst class is: 1. (4) Reactant: [C:1]([O:5][C:6]([N:8]1[C:13]2[CH:14]=[C:15]([Cl:26])[C:16]([O:18]CC3C=CC=CC=3)=[CH:17][C:12]=2[O:11][CH:10]([C:27]([N:29]2[CH2:34][CH2:33][C:32]([C:43]([O:45][CH2:46][CH3:47])=[O:44])([CH2:35][C:36]3[CH:41]=[CH:40][C:39]([F:42])=[CH:38][CH:37]=3)[CH2:31][CH2:30]2)=[O:28])[CH2:9]1)=[O:7])([CH3:4])([CH3:3])[CH3:2]. Product: [C:1]([O:5][C:6]([N:8]1[C:13]2[CH:14]=[C:15]([Cl:26])[C:16]([OH:18])=[CH:17][C:12]=2[O:11][CH:10]([C:27]([N:29]2[CH2:30][CH2:31][C:32]([C:43]([O:45][CH2:46][CH3:47])=[O:44])([CH2:35][C:36]3[CH:41]=[CH:40][C:39]([F:42])=[CH:38][CH:37]=3)[CH2:33][CH2:34]2)=[O:28])[CH2:9]1)=[O:7])([CH3:3])([CH3:4])[CH3:2]. The catalyst class is: 78. (5) Reactant: [F:1][C:2]1[CH:9]=[CH:8][C:7]([F:10])=[CH:6][C:3]=1[CH:4]=O.[N+:11]([CH2:14][CH2:15][CH2:16][C:17]([O:19]C)=O)([O-:13])=[O:12].C([O-])(=O)C.[NH4+:25]. Product: [F:1][C:2]1[CH:9]=[CH:8][C:7]([F:10])=[CH:6][C:3]=1[C@@H:4]1[NH:25][C:17](=[O:19])[CH2:16][CH2:15][C@H:14]1[N+:11]([O-:13])=[O:12]. The catalyst class is: 8. (6) Reactant: [CH3:1][O:2][C:3]1[C:8]([O:9][CH3:10])=[CH:7][CH:6]=[CH:5][C:4]=1/[CH:11]=[CH:12]/[CH2:13][CH2:14][C:15]([OH:17])=[O:16].CCOC(C)=O. Product: [CH3:1][O:2][C:3]1[C:8]([O:9][CH3:10])=[CH:7][CH:6]=[CH:5][C:4]=1[CH2:11][CH2:12][CH2:13][CH2:14][C:15]([OH:17])=[O:16]. The catalyst class is: 19. (7) Reactant: [N:1]([C@H:4]1[C@H:8]([F:9])[CH2:7][N:6](C(OC(C)(C)C)=O)[CH2:5]1)=[N+:2]=[N-:3].Cl.CCOC(C)=O. Product: [N:1]([C@H:4]1[C@H:8]([F:9])[CH2:7][NH:6][CH2:5]1)=[N+:2]=[N-:3]. The catalyst class is: 25. (8) Reactant: [Cl:1][CH:2](Cl)[C:3](=O)[CH3:4].[C:7]([NH2:15])(=[O:14])[C:8]1[CH:13]=[CH:12][CH:11]=[CH:10][CH:9]=1. Product: [Cl:1][CH2:2][C:3]1[N:15]=[C:7]([C:8]2[CH:13]=[CH:12][CH:11]=[CH:10][CH:9]=2)[O:14][CH:4]=1. The catalyst class is: 11. (9) Reactant: C[O:2][C:3](=[O:34])[CH:4]([NH:23][C:24](=[O:33])[C:25]1[C:30]([Cl:31])=[CH:29][CH:28]=[CH:27][C:26]=1[Cl:32])[CH2:5]/[CH:6]=[CH:7]/[C:8]1[CH:13]=[CH:12][C:11]([C:14]2([CH2:20][O:21][CH3:22])[CH2:19][CH2:18][O:17][CH2:16][CH2:15]2)=[CH:10][CH:9]=1.[OH-].[Na+:36]. Product: [Na+:36].[Cl:32][C:26]1[CH:27]=[CH:28][CH:29]=[C:30]([Cl:31])[C:25]=1[C:24]([NH:23][CH:4]([CH2:5]/[CH:6]=[CH:7]/[C:8]1[CH:13]=[CH:12][C:11]([C:14]2([CH2:20][O:21][CH3:22])[CH2:15][CH2:16][O:17][CH2:18][CH2:19]2)=[CH:10][CH:9]=1)[C:3]([O-:34])=[O:2])=[O:33]. The catalyst class is: 1. (10) Reactant: [F:1][C:2]1[CH:11]=[CH:10][C:5]([C:6]([NH:8][CH3:9])=[O:7])=[CH:4][C:3]=1[C:12]1[C:20]2[C:15](=[CH:16][CH:17]=[C:18]([C:21]3[O:22][C:23]([NH:26][CH:27]([CH3:29])[CH3:28])=[N:24][N:25]=3)[CH:19]=2)[N:14](S(C2C=CC(C)=CC=2)(=O)=O)[CH:13]=1.[OH-].[Na+]. Product: [F:1][C:2]1[CH:11]=[CH:10][C:5]([C:6]([NH:8][CH3:9])=[O:7])=[CH:4][C:3]=1[C:12]1[C:20]2[C:15](=[CH:16][CH:17]=[C:18]([C:21]3[O:22][C:23]([NH:26][CH:27]([CH3:29])[CH3:28])=[N:24][N:25]=3)[CH:19]=2)[NH:14][CH:13]=1. The catalyst class is: 12.